From a dataset of Forward reaction prediction with 1.9M reactions from USPTO patents (1976-2016). Predict the product of the given reaction. (1) Given the reactants C([O:3][C:4](=[O:20])[C@@H:5]([O:18][CH3:19])[CH2:6][C:7]1[CH:12]=[CH:11][C:10]([O:13][CH2:14][C:15]([OH:17])=O)=[CH:9][CH:8]=1)C.[F:21][C:22]1[CH:31]=[CH:30][C:25]2[N:26]=[C:27]([NH2:29])[S:28][C:24]=2[CH:23]=1.C(O[C@@H](CC1C=CC(O[C@@H](C(=O)NCCC2C=CC(OC3C=CC=CC=3)=CC=2)C)=CC=1)C(O)=O)C, predict the reaction product. The product is: [F:21][C:22]1[CH:31]=[CH:30][C:25]2[N:26]=[C:27]([NH:29][C:15]([CH2:14][O:13][C:10]3[CH:9]=[CH:8][C:7]([CH2:6][C@H:5]([O:18][CH3:19])[C:4]([OH:3])=[O:20])=[CH:12][CH:11]=3)=[O:17])[S:28][C:24]=2[CH:23]=1. (2) Given the reactants C([O-])([O-])=O.[Cs+].[Cs+].[F:7][C:8]([F:24])([F:23])[CH:9]([C:11]1[CH:16]=[CH:15][CH:14]=[CH:13][C:12]=1[C:17]1[CH:18]=[N:19][N:20]([CH3:22])[CH:21]=1)[OH:10].[NH2:25][C:26]1[N:31]=[C:30](Cl)[CH:29]=[C:28]([Cl:33])[N:27]=1.O, predict the reaction product. The product is: [Cl:33][C:28]1[CH:29]=[C:30]([O:10][CH:9]([C:11]2[CH:16]=[CH:15][CH:14]=[CH:13][C:12]=2[C:17]2[CH:18]=[N:19][N:20]([CH3:22])[CH:21]=2)[C:8]([F:7])([F:23])[F:24])[N:31]=[C:26]([NH2:25])[N:27]=1.